Dataset: Catalyst prediction with 721,799 reactions and 888 catalyst types from USPTO. Task: Predict which catalyst facilitates the given reaction. (1) Reactant: [Cl-].[CH:2]1[C:11]2[C:6](=[CH:7][CH:8]=[CH:9][CH:10]=2)[CH:5]=[CH:4][C:3]=1[CH2:12][P+](C1C=CC=CC=1)(C1C=CC=CC=1)C1C=CC=CC=1.CC(C)([O-])C.[K+].[CH3:38][C:39]1[N:43]([CH2:44][C:45]([N:47]2[CH2:52][CH2:51][CH:50]([C:53]3[S:54][CH:55]=[C:56]([CH:58]=O)[N:57]=3)[CH2:49][CH2:48]2)=[O:46])[N:42]=[C:41]([C:60]([F:63])([F:62])[F:61])[CH:40]=1.[Cl-].[NH4+]. Product: [CH3:38][C:39]1[N:43]([CH2:44][C:45]([N:47]2[CH2:52][CH2:51][CH:50]([C:53]3[S:54][CH:55]=[C:56](/[CH:58]=[CH:12]\[C:3]4[CH:4]=[CH:5][C:6]5[C:11](=[CH:10][CH:9]=[CH:8][CH:7]=5)[CH:2]=4)[N:57]=3)[CH2:49][CH2:48]2)=[O:46])[N:42]=[C:41]([C:60]([F:63])([F:62])[F:61])[CH:40]=1. The catalyst class is: 7. (2) Reactant: [C:1]1([CH2:7][C:8]([N:10]2[CH2:15][CH2:14][CH:13]([CH2:16][N:17]3[C:25]4[C:20](=[CH:21][C:22]([C:26]5[CH:27]=[N:28][N:29](C6CCCCO6)[CH:30]=5)=[CH:23][CH:24]=4)[CH:19]=[CH:18]3)[CH2:12][CH2:11]2)=[O:9])[CH:6]=[CH:5][CH:4]=[CH:3][CH:2]=1.C1(C)C=CC(S(O)(=O)=O)=CC=1.CO.ClCCl. Product: [NH:28]1[CH:27]=[C:26]([C:22]2[CH:21]=[C:20]3[C:25](=[CH:24][CH:23]=2)[N:17]([CH2:16][CH:13]2[CH2:12][CH2:11][N:10]([C:8](=[O:9])[CH2:7][C:1]4[CH:2]=[CH:3][CH:4]=[CH:5][CH:6]=4)[CH2:15][CH2:14]2)[CH:18]=[CH:19]3)[CH:30]=[N:29]1. The catalyst class is: 5.